This data is from CYP2C19 inhibition data for predicting drug metabolism from PubChem BioAssay. The task is: Regression/Classification. Given a drug SMILES string, predict its absorption, distribution, metabolism, or excretion properties. Task type varies by dataset: regression for continuous measurements (e.g., permeability, clearance, half-life) or binary classification for categorical outcomes (e.g., BBB penetration, CYP inhibition). Dataset: cyp2c19_veith. (1) The molecule is Cc1cc(C)c2c(c1)C1C=CCC1C(c1ccc(S(=O)(=O)N3CCOCC3)cc1)N2. The result is 1 (inhibitor). (2) The molecule is CC[C@@H]1O[C@]2(C=C[C@@H]1C)C[C@H]1C[C@H](C/C=C(/C)[C@@H](O[C@@H]3C[C@H](OC)[C@H](O[C@@H]4C[C@H](OC)[C@H](O)[C@H](C)O4)[C@H](C)O3)[C@@H](C)/C=C\C=C3CO[C@@H]4[C@@H](O)C(C)=C[C@@H](C(=O)O1)[C@]34O)O2. The result is 0 (non-inhibitor). (3) The drug is CC(C)CN1CC[C@@]2(CCCN(S(=O)(=O)c3ccccc3)C2)C1. The result is 0 (non-inhibitor). (4) The molecule is CNc1cc(CS(=O)c2ccccc2)nc(-c2ccccc2)n1. The result is 1 (inhibitor). (5) The drug is CCCCc1c(CCC)c(=N)c2ccccc2n1C.I. The result is 0 (non-inhibitor). (6) The result is 1 (inhibitor). The drug is Cc1ccc2nc(NC(=O)CSCC(=O)OCC(=O)c3ccc(Br)cc3)sc2c1. (7) The molecule is Cc1ccc(-c2ccc(/C=N\NC(=O)c3cc4c(ccc5ccccc54)o3)o2)cc1[N+](=O)[O-]. The result is 0 (non-inhibitor). (8) The molecule is O=C(Nc1ccc(Cl)cc1)C1CCN(C(=O)NC2CCCCC2)CC1. The result is 0 (non-inhibitor).